From a dataset of Peptide-MHC class II binding affinity with 134,281 pairs from IEDB. Regression. Given a peptide amino acid sequence and an MHC pseudo amino acid sequence, predict their binding affinity value. This is MHC class II binding data. The peptide sequence is GPTATFEAMYLGTCQ. The MHC is DRB4_0101 with pseudo-sequence DRB4_0103. The binding affinity (normalized) is 0.317.